From a dataset of Reaction yield outcomes from USPTO patents with 853,638 reactions. Predict the reaction yield, written as a fraction of the theoretical maximum amount of product (1.0 means a 100% yield; for example, 0.34 means a 34% yield). (1) The reactants are [CH3:1][O:2][C:3]([C:5]1[C:14]([F:15])=[C:13]2[C:8]([CH2:9][C:10]([CH3:24])([CH3:23])[CH:11]([C:16]3[CH:21]=[CH:20][CH:19]=[C:18](Br)[CH:17]=3)[NH:12]2)=[CH:7][CH:6]=1)=[O:4].[NH:25]1[CH2:30][CH2:29][O:28][CH2:27][CH2:26]1.Cl.CN(C)CC(O)=O.C(=O)([O-])[O-].[K+].[K+]. The catalyst is CS(C)=O.[Cu]I. The product is [CH3:1][O:2][C:3]([C:5]1[C:14]([F:15])=[C:13]2[C:8]([CH2:9][C:10]([CH3:24])([CH3:23])[CH:11]([C:16]3[CH:21]=[CH:20][CH:19]=[C:18]([N:25]4[CH2:30][CH2:29][O:28][CH2:27][CH2:26]4)[CH:17]=3)[NH:12]2)=[CH:7][CH:6]=1)=[O:4]. The yield is 0.800. (2) The reactants are [CH3:1][O:2][CH2:3][CH2:4][N:5]1[C:13]2[C:8](=[CH:9][CH:10]=[C:11](N)[CH:12]=2)[CH:7]=[N:6]1.N([O-])=[O:16].[Na+].C([O-])(O)=O.[Na+]. The catalyst is OS(O)(=O)=O.O.O. The product is [CH3:1][O:2][CH2:3][CH2:4][N:5]1[C:13]2[C:8](=[CH:9][CH:10]=[C:11]([OH:16])[CH:12]=2)[CH:7]=[N:6]1. The yield is 0.620. (3) The reactants are [Cl:1][C:2]1[CH:7]=[CH:6][C:5]([OH:8])=[CH:4][CH:3]=1.[C:9](O)([CH3:12])([CH3:11])[CH3:10].S(=O)(=O)(O)O. No catalyst specified. The product is [C:9]([C:6]1[CH:7]=[C:2]([Cl:1])[CH:3]=[CH:4][C:5]=1[OH:8])([CH3:12])([CH3:11])[CH3:10]. The yield is 0.540. (4) The reactants are [NH2:1][C:2]1[C:3]([O:16]C)=[C:4]([C:8]2[S:12][C:11]([C:13]([OH:15])=[O:14])=[CH:10][CH:9]=2)[CH:5]=[CH:6][CH:7]=1.B(Br)(Br)[Br:19].CO. The catalyst is ClCCl. The product is [BrH:19].[NH2:1][C:2]1[C:3]([OH:16])=[C:4]([C:8]2[S:12][C:11]([C:13]([OH:15])=[O:14])=[CH:10][CH:9]=2)[CH:5]=[CH:6][CH:7]=1. The yield is 0.571. (5) The reactants are [NH2:1][CH2:2][CH2:3][OH:4].CCN(CC)CC.[CH3:12][C:13]([Si:16](Cl)([CH3:18])[CH3:17])([CH3:15])[CH3:14]. The catalyst is CN(C1C=CN=CC=1)C.C(Cl)Cl. The yield is 0.220. The product is [Si:16]([O:4][CH2:3][CH2:2][NH2:1])([C:13]([CH3:15])([CH3:14])[CH3:12])([CH3:18])[CH3:17].